This data is from Peptide-MHC class II binding affinity with 134,281 pairs from IEDB. The task is: Regression. Given a peptide amino acid sequence and an MHC pseudo amino acid sequence, predict their binding affinity value. This is MHC class II binding data. (1) The peptide sequence is LHFSEALRIIAGTPE. The MHC is DRB1_0101 with pseudo-sequence DRB1_0101. The binding affinity (normalized) is 0.600. (2) The peptide sequence is EKVYLAWVPAHKGIG. The MHC is DRB1_0802 with pseudo-sequence DRB1_0802. The binding affinity (normalized) is 0.683. (3) The peptide sequence is GDSYYYSEPTSENNA. The MHC is DRB1_1301 with pseudo-sequence DRB1_1301. The binding affinity (normalized) is 0. (4) The binding affinity (normalized) is 0.754. The MHC is DRB1_0901 with pseudo-sequence DRB1_0901. The peptide sequence is AFKVAWTAANAAPAN. (5) The peptide sequence is VVLGLATSPTAEGGK. The MHC is HLA-DQA10104-DQB10503 with pseudo-sequence HLA-DQA10104-DQB10503. The binding affinity (normalized) is 0.142. (6) The peptide sequence is AYHFKDPQYPVWELT. The MHC is DRB1_0404 with pseudo-sequence DRB1_0404. The binding affinity (normalized) is 0.214. (7) The peptide sequence is FNDIIHSIINMDADV. The MHC is HLA-DQA10401-DQB10402 with pseudo-sequence HLA-DQA10401-DQB10402. The binding affinity (normalized) is 0.260. (8) The peptide sequence is GEIYKRWIILGLNKIVRMY. The MHC is HLA-DPA10103-DPB10301 with pseudo-sequence HLA-DPA10103-DPB10301. The binding affinity (normalized) is 0.315. (9) The peptide sequence is DELVGGPPVEASAAA. The MHC is DRB5_0101 with pseudo-sequence DRB5_0101. The binding affinity (normalized) is 0. (10) The peptide sequence is SLFLHLVGIPTHRHI. The MHC is DRB1_0101 with pseudo-sequence DRB1_0101. The binding affinity (normalized) is 0.690.